Predict which catalyst facilitates the given reaction. From a dataset of Catalyst prediction with 721,799 reactions and 888 catalyst types from USPTO. (1) Reactant: C([NH:8][C:9]([CH3:18])([CH3:17])[C:10]([O:12][C:13]([CH3:16])([CH3:15])[CH3:14])=[O:11])C1C=CC=CC=1.[H][H]. Product: [NH2:8][C:9]([CH3:18])([CH3:17])[C:10]([O:12][C:13]([CH3:16])([CH3:15])[CH3:14])=[O:11]. The catalyst class is: 586. (2) Reactant: [C:1]([CH2:4][CH2:5][C:6]1[C:10]([CH3:11])=[C:9]([CH:12]=O)[NH:8][C:7]=1[CH3:14])([OH:3])=[O:2].[CH3:15][O:16][C:17]1[CH:25]=[C:24]2[C:20]([CH2:21][C:22](=[O:26])[NH:23]2)=[CH:19][CH:18]=1. Product: [CH3:15][O:16][C:17]1[CH:25]=[C:24]2[C:20]([C:21](=[CH:12][C:9]3[NH:8][C:7]([CH3:14])=[C:6]([CH2:5][CH2:4][C:1]([OH:3])=[O:2])[C:10]=3[CH3:11])[C:22](=[O:26])[NH:23]2)=[CH:19][CH:18]=1. The catalyst class is: 495. (3) Reactant: S(Cl)(Cl)=O.[CH3:5][N:6]1[CH2:11][CH2:10][N:9]([CH2:12][C:13]2[CH:21]=[CH:20][C:16]([C:17]([OH:19])=O)=[CH:15][CH:14]=2)[CH2:8][CH2:7]1.[CH3:22][C:23]1[CH:29]=[CH:28][C:26]([NH2:27])=[CH:25][C:24]=1[N+:30]([O-:32])=[O:31].N1C=CC=CC=1. Product: [CH3:22][C:23]1[CH:29]=[CH:28][C:26]([NH:27][C:17](=[O:19])[C:16]2[CH:15]=[CH:14][C:13]([CH2:12][N:9]3[CH2:8][CH2:7][N:6]([CH3:5])[CH2:11][CH2:10]3)=[CH:21][CH:20]=2)=[CH:25][C:24]=1[N+:30]([O-:32])=[O:31]. The catalyst class is: 11. (4) Reactant: Cl[CH2:2][CH:3]1[O:7][C:6]([C:14]2[CH:19]=[CH:18][C:17]([F:20])=[CH:16][CH:15]=2)([C:8]2[CH:13]=[CH:12][CH:11]=[CH:10][CH:9]=2)[S:5][CH2:4]1.[C:21]1([CH2:27][CH2:28][CH2:29][NH2:30])[CH:26]=[CH:25][CH:24]=[CH:23][CH:22]=1.[I-].[K+]. Product: [F:20][C:17]1[CH:18]=[CH:19][C:14]([C:6]2([C:8]3[CH:13]=[CH:12][CH:11]=[CH:10][CH:9]=3)[S:5][CH2:4][CH:3]([CH2:2][NH:30][CH2:29][CH2:28][CH2:27][C:21]3[CH:26]=[CH:25][CH:24]=[CH:23][CH:22]=3)[O:7]2)=[CH:15][CH:16]=1. The catalyst class is: 141. (5) Reactant: C(NC(C)C)(C)C.[Li]CCCC.[CH:13]1[C:23]2[CH:22]=[CH:21][C:20]3[CH:24]=[CH:25][CH:26]=[CH:27][C:19]=3[CH:18]([C:28]#[N:29])[C:17]=2[CH:16]=[CH:15][CH:14]=1.Br[CH2:31][CH2:32][CH2:33][C:34]#[N:35]. Product: [C:34]([CH2:33][CH2:32][CH2:31][C:18]1([C:28]#[N:29])[C:17]2[CH:16]=[CH:15][CH:14]=[CH:13][C:23]=2[CH:22]=[CH:21][C:20]2[CH:24]=[CH:25][CH:26]=[CH:27][C:19]1=2)#[N:35]. The catalyst class is: 1. (6) Reactant: [Br:1][C:2]1[CH:12]=[CH:11][C:5]([C:6]([O:8][CH2:9][CH3:10])=[O:7])=[CH:4][C:3]=1[OH:13].C(=O)([O-])[O-].[K+].[K+].Cl.Cl[CH2:22][CH2:23][N:24]1[CH2:29][CH2:28][O:27][CH2:26][CH2:25]1. Product: [O:27]1[CH2:28][CH2:29][N:24]([CH2:23][CH2:22][O:13][C:3]2[CH:4]=[C:5]([CH:11]=[CH:12][C:2]=2[Br:1])[C:6]([O:8][CH2:9][CH3:10])=[O:7])[CH2:25][CH2:26]1. The catalyst class is: 3. (7) Reactant: [H-].[Na+].[CH3:3][N:4]1[CH2:17][CH2:16][C:7]2[NH:8][C:9]3[CH:10]=[CH:11][C:12]([CH3:15])=[CH:13][C:14]=3[C:6]=2[CH2:5]1.[CH3:18][O:19][C:20]1[CH:25]=[CH:24][C:23]([C:26]2([CH3:29])[CH2:28][O:27]2)=[CH:22][CH:21]=1. Product: [CH3:3][N:4]1[CH2:17][CH2:16][C:7]2[N:8]([CH2:29][C:26]([C:23]3[CH:22]=[CH:21][C:20]([O:19][CH3:18])=[CH:25][CH:24]=3)([OH:27])[CH3:28])[C:9]3[CH:10]=[CH:11][C:12]([CH3:15])=[CH:13][C:14]=3[C:6]=2[CH2:5]1. The catalyst class is: 3.